Dataset: Reaction yield outcomes from USPTO patents with 853,638 reactions. Task: Predict the reaction yield, written as a fraction of the theoretical maximum amount of product (1.0 means a 100% yield; for example, 0.34 means a 34% yield). (1) The reactants are [O:1]=[C:2]([CH2:13][CH2:14][CH2:15][CH2:16][CH2:17][C:18]([CH3:22])([CH3:21])[CH2:19][OH:20])[CH2:3][CH2:4][CH2:5][CH2:6][CH2:7][C:8]([CH3:12])([CH3:11])[CH2:9][OH:10].[BH4-].[Na+].C(OCC)(=O)C.Cl. The catalyst is C(O)(C)C.O. The product is [CH3:21][C:18]([CH3:22])([CH2:17][CH2:16][CH2:15][CH2:14][CH2:13][CH:2]([OH:1])[CH2:3][CH2:4][CH2:5][CH2:6][CH2:7][C:8]([CH3:12])([CH3:11])[CH2:9][OH:10])[CH2:19][OH:20]. The yield is 0.430. (2) The reactants are [NH:1]([C:3]1[N:8]([CH2:9][C:10]2[CH:15]=[CH:14][C:13]([O:16][CH3:17])=[CH:12][CH:11]=2)[C:7](=[O:18])[N:6]([CH3:19])[C:5](=[O:20])[CH:4]=1)[NH2:2].O=P(Cl)(Cl)Cl.[CH3:26]O. The catalyst is CN(C=O)C. The product is [CH3:17][O:16][C:13]1[CH:14]=[CH:15][C:10]([CH2:9][N:8]2[C:3]3[NH:1][N:2]=[CH:26][C:4]=3[C:5](=[O:20])[N:6]([CH3:19])[C:7]2=[O:18])=[CH:11][CH:12]=1. The yield is 0.850.